This data is from Forward reaction prediction with 1.9M reactions from USPTO patents (1976-2016). The task is: Predict the product of the given reaction. (1) Given the reactants C(N1C=CN=C1)(N1C=CN=C1)=O.[C:13]([NH:21][C:22]([NH:24][C:25]1([C:42]2[CH:47]=[C:46]([Br:48])[CH:45]=[CH:44][C:43]=2[F:49])[CH:29]([CH2:30]O)[CH2:28][N:27]([C:32]([O:34][CH2:35][C:36]2[CH:41]=[CH:40][CH:39]=[CH:38][CH:37]=2)=[O:33])[CH2:26]1)=[S:23])(=[O:20])[C:14]1[CH:19]=[CH:18][CH:17]=[CH:16][CH:15]=1, predict the reaction product. The product is: [C:13]([NH:21][C:22]1[S:23][CH2:30][CH:29]2[CH2:28][N:27]([C:32]([O:34][CH2:35][C:36]3[CH:37]=[CH:38][CH:39]=[CH:40][CH:41]=3)=[O:33])[CH2:26][C:25]2([C:42]2[CH:47]=[C:46]([Br:48])[CH:45]=[CH:44][C:43]=2[F:49])[N:24]=1)(=[O:20])[C:14]1[CH:15]=[CH:16][CH:17]=[CH:18][CH:19]=1. (2) Given the reactants [C:1](OCC)(=[O:3])C.C[O-].[Na+].CO.Br[C:13]1[CH:14]=[CH:15][C:16]2[CH2:23][CH:22]([CH3:24])[O:21][CH2:20][CH2:19][N:18]([C:25]3[CH:30]=[CH:29][CH:28]=[CH:27][CH:26]=3)[C:17]=2[CH:31]=1, predict the reaction product. The product is: [CH3:1][O:3][C:13]1[CH:14]=[CH:15][C:16]2[CH2:23][CH:22]([CH3:24])[O:21][CH2:20][CH2:19][N:18]([C:25]3[CH:30]=[CH:29][CH:28]=[CH:27][CH:26]=3)[C:17]=2[CH:31]=1.